Dataset: Full USPTO retrosynthesis dataset with 1.9M reactions from patents (1976-2016). Task: Predict the reactants needed to synthesize the given product. (1) Given the product [F:35][C:36]1[CH:37]=[C:38]([CH:39]=[C:40]([C:42]2([O:48][CH3:49])[CH2:43][CH2:44][O:45][CH2:46][CH2:47]2)[CH:41]=1)[O:50][CH2:2][C:3]1[O:4][C:5]([C:14]2[CH:19]=[CH:18][C:17]([S:20]([NH2:23])(=[O:22])=[O:21])=[CH:16][CH:15]=2)=[C:6]([C:8]2[CH:13]=[CH:12][CH:11]=[CH:10][CH:9]=2)[N:7]=1, predict the reactants needed to synthesize it. The reactants are: Cl[CH2:2][C:3]1[O:4][C:5]([C:14]2[CH:19]=[CH:18][C:17]([S:20]([NH2:23])(=[O:22])=[O:21])=[CH:16][CH:15]=2)=[C:6]([C:8]2[CH:13]=[CH:12][CH:11]=[CH:10][CH:9]=2)[N:7]=1.C(=O)([O-])[O-].[K+].[K+].CN(C)C=O.[F:35][C:36]1[CH:37]=[C:38]([OH:50])[CH:39]=[C:40]([C:42]2([O:48][CH3:49])[CH2:47][CH2:46][O:45][CH2:44][CH2:43]2)[CH:41]=1. (2) Given the product [CH3:30][NH:31][C:26]([C:23]1[CH:22]=[CH:21][C:20]([N:15]2[CH2:14][CH2:13][C:12]3[N:11]=[C:10]([O:9][CH2:8][CH2:7][CH2:6][N:1]4[CH2:2][CH2:3][CH2:4][CH2:5]4)[CH:19]=[CH:18][C:17]=3[CH2:16]2)=[CH:25][N:24]=1)=[O:27], predict the reactants needed to synthesize it. The reactants are: [N:1]1([CH2:6][CH2:7][CH2:8][O:9][C:10]2[CH:19]=[CH:18][C:17]3[CH2:16][N:15]([C:20]4[CH:21]=[CH:22][C:23]([C:26](O)=[O:27])=[N:24][CH:25]=4)[CH2:14][CH2:13][C:12]=3[N:11]=2)[CH2:5][CH2:4][CH2:3][CH2:2]1.Cl.[CH3:30][NH2:31].